From a dataset of Forward reaction prediction with 1.9M reactions from USPTO patents (1976-2016). Predict the product of the given reaction. (1) Given the reactants Cl[C:2]1[N:10]=[C:9]([F:11])[N:8]=[C:7]2[C:3]=1[N:4]=[CH:5][NH:6]2.[NH2:12][CH2:13][C:14]1[CH:19]=[CH:18][N:17]=[CH:16][CH:15]=1, predict the reaction product. The product is: [F:11][C:9]1[N:8]=[C:7]2[C:3]([N:4]=[CH:5][NH:6]2)=[C:2]([NH:12][CH2:13][C:14]2[CH:19]=[CH:18][N:17]=[CH:16][CH:15]=2)[N:10]=1. (2) Given the reactants [O-]P([O-])([O-])=O.[K+].[K+].[K+].[C:9]1(C)[CH:14]=[CH:13][CH:12]=[CH:11][C:10]=1B(O)O.Br[C:20]1[N:24]([C:25]2[C:30]([CH:31]([CH3:33])[CH3:32])=[CH:29][CH:28]=[CH:27][C:26]=2[CH:34]([CH3:36])[CH3:35])[C:23]([C:37]2[CH:42]=[CH:41][CH:40]=[CH:39][CH:38]=2)=[N:22][N:21]=1.[CH:43]1(P(C2CCCCC2)C2C=CC=CC=2C2C(OC)=CC=CC=2OC)CCCCC1, predict the reaction product. The product is: [CH:34]([C:26]1[CH:27]=[CH:28][CH:29]=[C:30]([CH:31]([CH3:33])[CH3:32])[C:25]=1[N:24]1[C:23]([C:37]2[CH:42]=[CH:41][CH:40]=[CH:39][C:38]=2[CH3:43])=[N:22][N:21]=[C:20]1[C:9]1[CH:14]=[CH:13][CH:12]=[CH:11][CH:10]=1)([CH3:36])[CH3:35]. (3) The product is: [CH3:1][O:2][C@H:3]([C@@H:14]([CH3:20])[C@@H:15]([O:18][CH3:19])[C:16]#[CH:23])[C@@H:4]([CH3:13])[CH2:5][O:6][C:7](=[O:12])[C:8]([CH3:9])([CH3:10])[CH3:11]. Given the reactants [CH3:1][O:2][C@H:3]([C@@H:14]([CH3:20])[C@@H:15]([O:18][CH3:19])[CH:16]=O)[C@@H:4]([CH3:13])[CH2:5][O:6][C:7](=[O:12])[C:8]([CH3:11])([CH3:10])[CH3:9].[N+](=[C:23](P(=O)(OCC)OCC)C(=O)C)=[N-].C(=O)([O-])[O-].[K+].[K+], predict the reaction product. (4) Given the reactants C([O:4][CH2:5][C:6]1[C:11]([C:12]2[CH:17]=[CH:16][N:15]=[C:14]3[NH:18][C:19]([C:21]4[CH:26]=[CH:25][C:24]([C:27]([N:29]5[CH2:34][CH2:33][O:32][CH2:31][CH2:30]5)=[O:28])=[CH:23][CH:22]=4)=[N:20][C:13]=23)=[CH:10][CH:9]=[CH:8][C:7]=1[N:35]1[C:41](=[O:42])[C:40]2[C:43]([F:50])=[CH:44][C:45]([CH:47]3[CH2:49][CH2:48]3)=[CH:46][C:39]=2[O:38][CH2:37][CH2:36]1)(=O)C.[Li+].[OH-], predict the reaction product. The product is: [CH:47]1([C:45]2[CH:44]=[C:43]([F:50])[C:40]3[C:41](=[O:42])[N:35]([C:7]4[CH:8]=[CH:9][CH:10]=[C:11]([C:12]5[CH:17]=[CH:16][N:15]=[C:14]6[NH:18][C:19]([C:21]7[CH:22]=[CH:23][C:24]([C:27]([N:29]8[CH2:30][CH2:31][O:32][CH2:33][CH2:34]8)=[O:28])=[CH:25][CH:26]=7)=[N:20][C:13]=56)[C:6]=4[CH2:5][OH:4])[CH2:36][CH2:37][O:38][C:39]=3[CH:46]=2)[CH2:49][CH2:48]1. (5) Given the reactants [Si:1]([O:18][CH2:19][C@H:20]1[C@H:24]([C:25]2[CH:30]=[CH:29][C:28]([O:31][CH3:32])=[CH:27][CH:26]=2)[O:23][C:22](=[O:33])[NH:21]1)([C:14]([CH3:17])([CH3:16])[CH3:15])([C:8]1[CH:13]=[CH:12][CH:11]=[CH:10][CH:9]=1)[C:2]1[CH:7]=[CH:6][CH:5]=[CH:4][CH:3]=1.[Cl:34][C:35]1[CH:40]=[C:39](Cl)[N:38]=[C:37]([N:42]2[CH2:47][CH2:46][O:45][CH2:44][CH2:43]2)[N:36]=1.C([O-])([O-])=O.[Cs+].[Cs+].C([O-])(O)=O.[Na+], predict the reaction product. The product is: [Si:1]([O:18][CH2:19][C@H:20]1[C@H:24]([C:25]2[CH:26]=[CH:27][C:28]([O:31][CH3:32])=[CH:29][CH:30]=2)[O:23][C:22](=[O:33])[N:21]1[C:39]1[CH:40]=[C:35]([Cl:34])[N:36]=[C:37]([N:42]2[CH2:47][CH2:46][O:45][CH2:44][CH2:43]2)[N:38]=1)([C:14]([CH3:17])([CH3:16])[CH3:15])([C:2]1[CH:7]=[CH:6][CH:5]=[CH:4][CH:3]=1)[C:8]1[CH:9]=[CH:10][CH:11]=[CH:12][CH:13]=1. (6) Given the reactants [CH3:1][N:2]([CH3:13])[C:3]1[CH:4]=[C:5]([CH:9]=[C:10]([CH3:12])[N:11]=1)[C:6]([OH:8])=[O:7].Cl[C:15]1[CH:16]=[C:17](C=C(C)N=1)C(O)=O.C(NC)C(C)C, predict the reaction product. The product is: [CH2:1]([N:2]([CH3:13])[C:3]1[CH:4]=[C:5]([CH:9]=[C:10]([CH3:12])[N:11]=1)[C:6]([OH:8])=[O:7])[CH:16]([CH3:17])[CH3:15]. (7) Given the reactants [CH2:1]([C:8]1[CH:12]=[C:11]([NH2:13])[N:10]([C:14]2[CH:19]=[CH:18][CH:17]=[C:16]([F:20])[CH:15]=2)[N:9]=1)[C:2]1[CH:7]=[CH:6][CH:5]=[CH:4][CH:3]=1.C(=O)([O-])[O-].[K+].[K+].Cl[C:28]([O:30][C:31]1[CH:36]=[CH:35][CH:34]=[CH:33][CH:32]=1)=[O:29], predict the reaction product. The product is: [CH2:1]([C:8]1[CH:12]=[C:11]([NH:13][C:28](=[O:29])[O:30][C:31]2[CH:36]=[CH:35][CH:34]=[CH:33][CH:32]=2)[N:10]([C:14]2[CH:19]=[CH:18][CH:17]=[C:16]([F:20])[CH:15]=2)[N:9]=1)[C:2]1[CH:3]=[CH:4][CH:5]=[CH:6][CH:7]=1. (8) Given the reactants [Cl:1][C:2]1[CH:3]=[C:4]([NH:16][C:17]2[C:26]3[C:21](=[CH:22][CH:23]=[C:24]([NH2:27])[CH:25]=3)[N:20]=[CH:19][N:18]=2)[CH:5]=[CH:6][C:7]=1[O:8][CH2:9][C:10]1[CH:15]=[CH:14][CH:13]=[CH:12][N:11]=1.[Br:28][CH2:29]/[CH:30]=[CH:31]/[C:32](Cl)=[O:33].O, predict the reaction product. The product is: [Br:28][CH2:29]/[CH:30]=[CH:31]/[C:32]([NH:27][C:24]1[CH:25]=[C:26]2[C:21](=[CH:22][CH:23]=1)[N:20]=[CH:19][N:18]=[C:17]2[NH:16][C:4]1[CH:5]=[CH:6][C:7]([O:8][CH2:9][C:10]2[CH:15]=[CH:14][CH:13]=[CH:12][N:11]=2)=[C:2]([Cl:1])[CH:3]=1)=[O:33].